From a dataset of Catalyst prediction with 721,799 reactions and 888 catalyst types from USPTO. Predict which catalyst facilitates the given reaction. (1) Reactant: CC(OI1(OC(C)=O)(OC(C)=O)OC(=O)C2C=CC=CC1=2)=O.[CH3:23][C:24]1[S:25][C:26]([CH:30]([C:32]2[N:36]([CH3:37])[N:35]=[N:34][CH:33]=2)[OH:31])=[C:27]([CH3:29])[N:28]=1. Product: [CH3:23][C:24]1[S:25][C:26]([C:30]([C:32]2[N:36]([CH3:37])[N:35]=[N:34][CH:33]=2)=[O:31])=[C:27]([CH3:29])[N:28]=1. The catalyst class is: 2. (2) Reactant: [CH2:1]([O:3][C:4]1[CH:12]=[CH:11][CH:10]=[C:9](CCCCCCCCCCCCCCC)[C:5]=1[C:6](O)=[O:7])[CH3:2].S(Cl)([Cl:30])=O.CN(C)C=O. Product: [CH2:1]([O:3][C:4]1[CH:12]=[CH:11][CH:10]=[CH:9][C:5]=1[C:6]([Cl:30])=[O:7])[CH3:2]. The catalyst class is: 81. (3) Reactant: [CH2:1]([O:8][C:9]1[CH:32]=[CH:31][C:12]([C:13]([NH:15][C:16]2[CH:21]=[C:20]([C:22]#[N:23])[CH:19]=[CH:18][C:17]=2[NH:24][CH:25]2[CH2:30][CH2:29][CH2:28][CH2:27][CH2:26]2)=O)=[CH:11][CH:10]=1)[C:2]1[CH:7]=[CH:6][CH:5]=[CH:4][CH:3]=1. Product: [CH2:1]([O:8][C:9]1[CH:32]=[CH:31][C:12]([C:13]2[N:24]([CH:25]3[CH2:30][CH2:29][CH2:28][CH2:27][CH2:26]3)[C:17]3[CH:18]=[CH:19][C:20]([C:22]#[N:23])=[CH:21][C:16]=3[N:15]=2)=[CH:11][CH:10]=1)[C:2]1[CH:7]=[CH:6][CH:5]=[CH:4][CH:3]=1. The catalyst class is: 15.